From a dataset of Full USPTO retrosynthesis dataset with 1.9M reactions from patents (1976-2016). Predict the reactants needed to synthesize the given product. (1) The reactants are: [N+:1]([O-:4])([O-])=[O:2].[K+].[CH2:6]([S:8]([C:11]1[CH:16]=[CH:15][CH:14]=[CH:13][CH:12]=1)(=[O:10])=[O:9])[CH3:7]. Given the product [CH2:6]([S:8]([C:11]1[CH:16]=[CH:15][CH:14]=[C:13]([N+:1]([O-:4])=[O:2])[CH:12]=1)(=[O:9])=[O:10])[CH3:7], predict the reactants needed to synthesize it. (2) Given the product [CH:1]([O:4][C:5]1[CH:10]=[CH:9][C:8]([C:11]2[O:15][N:14]=[C:13]([C:16]3[CH:21]=[CH:20][C:19]([CH:22]=[O:25])=[CH:18][C:17]=3[CH3:26])[N:12]=2)=[CH:7][C:6]=1[C:27]([F:28])([F:29])[F:30])([CH3:3])[CH3:2], predict the reactants needed to synthesize it. The reactants are: [CH:1]([O:4][C:5]1[CH:10]=[CH:9][C:8]([C:11]2[O:15][N:14]=[C:13]([C:16]3[CH:21]=[CH:20][C:19]([CH:22]([OH:25])CO)=[CH:18][C:17]=3[CH3:26])[N:12]=2)=[CH:7][C:6]=1[C:27]([F:30])([F:29])[F:28])([CH3:3])[CH3:2].I([O-])(=O)(=O)=O.[Na+].C1COCC1.O. (3) The reactants are: CC(C)(C)C(OC[C@@H:7]1[C@@H:12]([O:13]C(=O)C(C)(C)C)[C@H:11]([O:20]C(=O)C(C)(C)C)[C@H:10]([O:27]C(=O)C(C)(C)C)[C@@H:9]([C:34]2[S:35][C:36]([C@@H]3[C@@H](OC(=O)C(C)(C)C)[C@@H](OC(=O)C(C)(C)C)[C@H](OC(=O)C(C)(C)C)[C@@H](COC(=O)C(C)(C)C)O3)=[CH:37][CH:38]=2)[O:8]1)=O.[CH3:76][O:77][Na].[CH3:79][OH:80]. Given the product [OH:80][CH2:79][C@@H:7]1[C@@H:12]([OH:13])[C@H:11]([OH:20])[C@H:10]([OH:27])[C@@H:9]([C:37]2[CH:38]=[C:34]([C@@H:9]3[C@@H:10]([OH:27])[C@@H:11]([OH:20])[C@H:12]([OH:13])[C@@H:7]([CH2:76][OH:77])[O:8]3)[S:35][CH:36]=2)[O:8]1, predict the reactants needed to synthesize it. (4) Given the product [Cl:8][C:9]1[C:10]([F:43])=[C:11]([CH:40]=[CH:41][CH:42]=1)[C:12]([N:14]1[CH2:19][CH2:18][N:17]([CH2:20][C:21]2[N:30]=[C:29]([N:31]=[C:32]3[N:36]([CH2:37][O:38][CH3:39])[CH:35]=[CH:34][S:33]3)[CH:28]=[C:23]([C:24]3[O:1][N:2]=[C:3]([CH3:4])[N:5]=3)[CH:22]=2)[CH2:16][CH2:15]1)=[O:13], predict the reactants needed to synthesize it. The reactants are: [OH:1][NH:2][C:3](=[NH:5])[CH3:4].[H-].[Na+].[Cl:8][C:9]1[C:10]([F:43])=[C:11]([CH:40]=[CH:41][CH:42]=1)[C:12]([N:14]1[CH2:19][CH2:18][N:17]([CH2:20][C:21]2[CH:22]=[C:23]([CH:28]=[C:29]([N:31]=[C:32]3[N:36]([CH2:37][O:38][CH3:39])[CH:35]=[CH:34][S:33]3)[N:30]=2)[C:24](OC)=O)[CH2:16][CH2:15]1)=[O:13]. (5) Given the product [Cl:1][C:2]1[CH:7]=[CH:6][C:5]([C:8]2[C:10]3[C:11](=[N:12][CH:13]=[CH:14][CH:15]=3)[S:16][C:18]=2[C:19](=[O:20])[CH2:21][C:22]2[CH:27]=[CH:26][C:25]([F:28])=[CH:24][CH:23]=2)=[CH:4][CH:3]=1, predict the reactants needed to synthesize it. The reactants are: [Cl:1][C:2]1[CH:7]=[CH:6][C:5]([C:8]([C:10]2[C:11]([SH:16])=[N:12][CH:13]=[CH:14][CH:15]=2)=O)=[CH:4][CH:3]=1.Cl[CH2:18][C:19]([CH2:21][C:22]1[CH:27]=[CH:26][C:25]([F:28])=[CH:24][CH:23]=1)=[O:20].C(=O)([O-])O.[Na+]. (6) The reactants are: [Cl:1][C:2]1[CH:3]=[N:4][C:5]2[N:6]([N:8]=[C:9]([C:11]([OH:13])=O)[CH:10]=2)[CH:7]=1.[CH:14]([NH:17][C:18]([C:20]1[N:24]2[CH2:25][CH2:26][NH:27][CH:28]([CH3:29])[C:23]2=[CH:22][CH:21]=1)=[O:19])([CH3:16])[CH3:15]. Given the product [CH:14]([NH:17][C:18]([C:20]1[N:24]2[CH2:25][CH2:26][N:27]([C:11]([C:9]3[CH:10]=[C:5]4[N:4]=[CH:3][C:2]([Cl:1])=[CH:7][N:6]4[N:8]=3)=[O:13])[CH:28]([CH3:29])[C:23]2=[CH:22][CH:21]=1)=[O:19])([CH3:16])[CH3:15], predict the reactants needed to synthesize it. (7) Given the product [N:40]1[CH:41]=[CH:42][CH:43]=[CH:44][C:39]=1[CH2:38][O:37][C:34]1[CH:33]=[CH:32][C:31]([C:24]2([C:21]3[CH:20]=[CH:19][C:18]([C:15]4[N:14]=[C:13]([CH2:12][N:1]5[CH2:6][CH2:5][O:4][CH2:3][CH2:2]5)[O:17][N:16]=4)=[CH:23][CH:22]=3)[CH2:29][CH:28]3[CH2:30][CH:25]2[CH2:26][CH2:27]3)=[CH:36][CH:35]=1, predict the reactants needed to synthesize it. The reactants are: [NH:1]1[CH2:6][CH2:5][O:4][CH2:3][CH2:2]1.CS(O[CH2:12][C:13]1[O:17][N:16]=[C:15]([C:18]2[CH:23]=[CH:22][C:21]([C:24]3([C:31]4[CH:36]=[CH:35][C:34]([O:37][CH2:38][C:39]5[CH:44]=[CH:43][CH:42]=[CH:41][N:40]=5)=[CH:33][CH:32]=4)[CH2:29][CH:28]4[CH2:30][CH:25]3[CH2:26][CH2:27]4)=[CH:20][CH:19]=2)[N:14]=1)(=O)=O. (8) Given the product [Br:2][C:3]1[CH:4]=[C:5]2[C:10](=[CH:11][CH:12]=1)[N:9]=[C:8]([C:13](=[O:15])[CH3:14])[CH:7]=[CH:6]2, predict the reactants needed to synthesize it. The reactants are: Cl.[Br:2][C:3]1[CH:4]=[C:5]2[C:10](=[CH:11][CH:12]=1)[N:9]=[C:8]([C:13]([O:15]CC)=[CH2:14])[CH:7]=[CH:6]2. (9) Given the product [F:46][C:44]1[CH:43]=[C:4]([CH:3]=[C:2]([F:1])[CH:45]=1)[CH2:5][N:6]1[CH:10]=[CH:9][C:8]([C:11]2[C:19]3[C:14](=[N:15][CH:16]=[C:17]([C:20]4[CH:21]=[CH:22][C:23]([O:31][CH3:32])=[C:24]([NH:26][S:27]([CH3:30])(=[O:28])=[O:29])[CH:25]=4)[CH:18]=3)[NH:13][CH:12]=2)=[N:7]1, predict the reactants needed to synthesize it. The reactants are: [F:1][C:2]1[CH:3]=[C:4]([CH:43]=[C:44]([F:46])[CH:45]=1)[CH2:5][N:6]1[CH:10]=[CH:9][C:8]([C:11]2[C:19]3[C:14](=[N:15][CH:16]=[C:17]([C:20]4[CH:21]=[CH:22][C:23]([O:31][CH3:32])=[C:24]([NH:26][S:27]([CH3:30])(=[O:29])=[O:28])[CH:25]=4)[CH:18]=3)[N:13](S(C3C=CC(C)=CC=3)(=O)=O)[CH:12]=2)=[N:7]1.[OH-].[Li+]. (10) The reactants are: [NH2:1][C:2]1[CH:12]=[CH:11][C:5]([C:6]([O:8][CH2:9][CH3:10])=[O:7])=[CH:4][CH:3]=1.[CH3:13][C:14]1([CH3:22])[CH2:20][C:19](=O)[O:18][C:16](=[O:17])[CH2:15]1.C(Cl)(=O)C. Given the product [CH3:13][C:14]1([CH3:22])[CH2:15][C:16](=[O:17])[N:1]([C:2]2[CH:3]=[CH:4][C:5]([C:6]([O:8][CH2:9][CH3:10])=[O:7])=[CH:11][CH:12]=2)[C:19](=[O:18])[CH2:20]1, predict the reactants needed to synthesize it.